This data is from NCI-60 drug combinations with 297,098 pairs across 59 cell lines. The task is: Regression. Given two drug SMILES strings and cell line genomic features, predict the synergy score measuring deviation from expected non-interaction effect. (1) Drug 1: C1=CC(=CC=C1CC(C(=O)O)N)N(CCCl)CCCl.Cl. Drug 2: C1CC(=O)NC(=O)C1N2C(=O)C3=CC=CC=C3C2=O. Cell line: NCI-H226. Synergy scores: CSS=1.40, Synergy_ZIP=-1.03, Synergy_Bliss=0.0822, Synergy_Loewe=-6.77, Synergy_HSA=-1.59. (2) Drug 1: C1=CC=C(C(=C1)C(C2=CC=C(C=C2)Cl)C(Cl)Cl)Cl. Drug 2: CC1C(C(CC(O1)OC2CC(CC3=C2C(=C4C(=C3O)C(=O)C5=C(C4=O)C(=CC=C5)OC)O)(C(=O)CO)O)N)O.Cl. Cell line: SW-620. Synergy scores: CSS=44.9, Synergy_ZIP=-7.63, Synergy_Bliss=-7.18, Synergy_Loewe=-2.68, Synergy_HSA=-0.956. (3) Drug 1: CC1OCC2C(O1)C(C(C(O2)OC3C4COC(=O)C4C(C5=CC6=C(C=C35)OCO6)C7=CC(=C(C(=C7)OC)O)OC)O)O. Drug 2: CC1=C(C(=CC=C1)Cl)NC(=O)C2=CN=C(S2)NC3=CC(=NC(=N3)C)N4CCN(CC4)CCO. Cell line: HL-60(TB). Synergy scores: CSS=57.6, Synergy_ZIP=2.11, Synergy_Bliss=2.83, Synergy_Loewe=-1.39, Synergy_HSA=1.79.